Binary Classification. Given a miRNA mature sequence and a target amino acid sequence, predict their likelihood of interaction. From a dataset of Experimentally validated miRNA-target interactions with 360,000+ pairs, plus equal number of negative samples. (1) The miRNA is hsa-miR-1247-5p with sequence ACCCGUCCCGUUCGUCCCCGGA. The protein sequence of the target gene is MDPGAALQRRAGGGGGLGAGSPALSGGQGRRRKQPPRPADFKLQVIIIGSRGVGKTSLMERFTDDTFCEACKSTVGVDFKIKTVELRGKKIRLQIWDTAGQERFNSITSAYYRSAKGIILVYDITKKETFDDLPKWMKMIDKYASEDAELLLVGNKLDCETDREITRQQGEKFAQQITGMRFCEASAKDNFNVDEIFLKLVDDILKKMPLDILRNELSNSILSLQPEPEIPPELPPPRPHVRCC. Result: 0 (no interaction). (2) The miRNA is hsa-miR-4691-3p with sequence CCAGCCACGGACUGAGAGUGCAU. The protein sequence of the target gene is MAHRGPSRASKGPGPTARAPSPGAPPPPRSPRSRPLLLLLLLLGACGAAGRSPEPGRLGPHAQLTRVPRSPPAGRAEPGGGEDRQARGTEPGAPGPSPGPAPGPGEDGAPAAGYRRWERAAPLAGVASRAQVSLISTSFVLKGDATHNQAMVHWTGENSSVILILTKYYHADMGKVLESSLWRSSDFGTSYTKLTLQPGVTTVIDNFYICPTNKRKVILVSSSLSDRDQSLFLSADEGATFQKQPIPFFVETLIFHPKEEDKVLAYTKESKLYVSSDLGKKWTLLQERVTKDHVFWSVSG.... Result: 1 (interaction). (3) The miRNA is hsa-miR-943 with sequence CUGACUGUUGCCGUCCUCCAG. The protein sequence of the target gene is MLKVSALLCVCAAAWCSQTLAAAAAVAVAGGRSDGGNFLDEKQWLTTISQYDKEVGQWNKFRDEVEDDYFRTWNPGKPFDQALDPAKDPCLKTKCSRHKVCITQDAQTALCISHRRLTHSMKEVGGSHKQWRGLPSSTCKPCPIAYASPVCGSDGHSYSSQCKLEYQACVLGKQISIKCEGRCPCPSDKSMNIGRNVKRACSDLEFREVANRLRDWFKALHESGSQNKKTKALLRPERSRFDTSILPICKDSLGWMFNRLDTNYDLLLDQSELGSIYLDKNEQCTKAFFNSCDTYKDSLI.... Result: 0 (no interaction). (4) The miRNA is hsa-miR-942-3p with sequence CACAUGGCCGAAACAGAGAAGU. The protein sequence of the target gene is MYALALFASLLATALTSPVQDPKTCSGGSAVLCRDVKTAVDCGAVKHCQQMVWSKPTAKSLPCDICKTVVTEAGNLLKDNATQEEILHYLEKTCEWIHDSSLSASCKEVVDSYLPVILDMIKGEMSNPGEVCSALNLCQSLQEYLAEQNQKQLESNKIPEVDMARVVAPFMSNIPLLLYPQDHPRSQPQPKANEDVCQDCMKLVSDVQTAVKTNSSFIQGFVDHVKEDCDRLGPGVSDICKNYVDQYSEVCVQMLMHMQDQQPKEICVLAGFCNEVKRVPMKTLVPATETIKNILPALEM.... Result: 0 (no interaction). (5) The miRNA is hsa-miR-591 with sequence AGACCAUGGGUUCUCAUUGU. The protein sequence of the target gene is MAGSGVRQATSTASTFVKPIFSRDMNEAKRRVRELYRAWYREVPNTVHQFQLDITVKMGRDKVREMFMKNAHVTDPRVVDLLVIKGKIELEETIKVWKQRTHVMRFFHETEAPRPKDFLSKFYVGHDP. Result: 1 (interaction). (6) The miRNA is mmu-miR-7578 with sequence CAUGGCUCUGUCUUCUGCCUCAGA. The protein sequence of the target gene is MKRDRLGRFLSPGSSRQCGASDGGGGVSRTRGRPSLSGGPRVDGATARRAWGPVGSCGDAGEDGADEAGAGRALAMGHCRLCHGKFSSRSLRSISERAPGASMERPSAEERVLVRDFQRLLGVAVRQDPTLSPFVCKSCHAQFYQCHSLLKSFLQRVNASPAGRRKPCAKVGAQPPTGAEEGACLVDLITSSPQCLHGLVGWVHGHAASCGALPHLQRTLSSEYCGVIQVVWGCDQGHDYTMDTSSSCKAFLLDSALAVKWPWDKETAPRLPQHRGWNPGDAPQTSQGRGTGTPVGAETK.... Result: 0 (no interaction).